From a dataset of NCI-60 drug combinations with 297,098 pairs across 59 cell lines. Regression. Given two drug SMILES strings and cell line genomic features, predict the synergy score measuring deviation from expected non-interaction effect. (1) Drug 1: CC1=C2C(C(=O)C3(C(CC4C(C3C(C(C2(C)C)(CC1OC(=O)C(C(C5=CC=CC=C5)NC(=O)OC(C)(C)C)O)O)OC(=O)C6=CC=CC=C6)(CO4)OC(=O)C)O)C)O. Drug 2: N.N.Cl[Pt+2]Cl. Cell line: NCI-H322M. Synergy scores: CSS=-2.10, Synergy_ZIP=1.48, Synergy_Bliss=0.0971, Synergy_Loewe=-3.21, Synergy_HSA=-3.85. (2) Drug 1: CCC1=C2CN3C(=CC4=C(C3=O)COC(=O)C4(CC)O)C2=NC5=C1C=C(C=C5)O. Drug 2: CN1C2=C(C=C(C=C2)N(CCCl)CCCl)N=C1CCCC(=O)O.Cl. Cell line: SR. Synergy scores: CSS=64.8, Synergy_ZIP=2.83, Synergy_Bliss=3.40, Synergy_Loewe=-34.2, Synergy_HSA=4.11.